Task: Predict the reactants needed to synthesize the given product.. Dataset: Full USPTO retrosynthesis dataset with 1.9M reactions from patents (1976-2016) (1) Given the product [Cl:25][C:22]1[S:21][C:20]([C:3]2[C:2]([C:33]3[CH:34]=[C:29]([CH:30]=[CH:31][CH:32]=3)[C:26]([NH2:27])=[O:28])=[CH:7][N:6]=[C:5]([NH:8][CH2:9][CH2:10][N:11]3[C:15]([CH3:17])([CH3:16])[C:14](=[O:18])[NH:13][C:12]3=[O:19])[N:4]=2)=[CH:24][CH:23]=1, predict the reactants needed to synthesize it. The reactants are: Br[C:2]1[C:3]([C:20]2[S:21][C:22]([Cl:25])=[CH:23][CH:24]=2)=[N:4][C:5]([NH:8][CH2:9][CH2:10][N:11]2[C:15]([CH3:17])([CH3:16])[C:14](=[O:18])[NH:13][C:12]2=[O:19])=[N:6][CH:7]=1.[C:26]([C:29]1[CH:30]=[C:31](B(O)O)[CH:32]=[CH:33][CH:34]=1)(=[O:28])[NH2:27]. (2) Given the product [CH3:1][C:2]1[CH:7]=[CH:6][C:5]([CH:8]([OH:16])[CH2:9][CH2:10][CH2:11][CH2:12][CH2:13][CH2:14][CH3:15])=[CH:4][CH:3]=1, predict the reactants needed to synthesize it. The reactants are: [CH3:1][C:2]1[CH:7]=[CH:6][C:5]([C:8](=[O:16])[CH2:9][CH2:10][CH2:11][CH2:12][CH2:13][CH2:14][CH3:15])=[CH:4][CH:3]=1.[OH-].[K+]. (3) Given the product [ClH:23].[Cl:24][C:19]1[C:20]([CH2:22][O:1][NH2:2])=[CH:21][C:15]2[O:14][CH2:13][O:17][C:16]=2[CH:18]=1, predict the reactants needed to synthesize it. The reactants are: [OH:1][N:2]1C(=O)C2=CC=CC=C2C1=O.[CH2:13]1[O:17][C:16]2[CH:18]=[C:19]([Cl:24])[C:20]([CH2:22][Cl:23])=[CH:21][C:15]=2[O:14]1. (4) Given the product [Br:30][C:10]1[C:9]([O:8][CH2:7][C:1]2[CH:2]=[CH:3][CH:4]=[CH:5][CH:6]=2)=[CH:17][CH:16]=[C:15]2[C:11]=1[CH:12]=[C:13]([CH2:27][CH2:28][CH3:29])[N:14]2[S:18]([C:21]1[CH:26]=[CH:25][CH:24]=[CH:23][CH:22]=1)(=[O:20])=[O:19], predict the reactants needed to synthesize it. The reactants are: [C:1]1([CH2:7][O:8][C:9]2[CH:10]=[C:11]3[C:15](=[CH:16][CH:17]=2)[N:14]([S:18]([C:21]2[CH:26]=[CH:25][CH:24]=[CH:23][CH:22]=2)(=[O:20])=[O:19])[C:13]([CH2:27][CH2:28][CH3:29])=[CH:12]3)[CH:6]=[CH:5][CH:4]=[CH:3][CH:2]=1.[Br:30]Br.O. (5) Given the product [NH2:66][C:63]([CH3:67])([CH2:62][CH3:61])[CH:64]([F:71])[NH:65][C:17]([C:13]1[N:8]2[CH:9]=[C:10]([CH3:12])[N:11]=[C:6]([O:5][CH2:4][C:3]3[C:2]([F:1])=[CH:23][CH:22]=[CH:21][C:20]=3[F:24])[C:7]2=[N:15][C:14]=1[CH3:16])=[O:18], predict the reactants needed to synthesize it. The reactants are: [F:1][C:2]1[CH:23]=[CH:22][CH:21]=[C:20]([F:24])[C:3]=1[CH2:4][O:5][C:6]1[C:7]2[N:8]([C:13]([C:17](O)=[O:18])=[C:14]([CH3:16])[N:15]=2)[CH:9]=[C:10]([CH3:12])[N:11]=1.CN(C(ON1N=NC2C=CC=NC1=2)=[N+](C)C)C.F[P-](F)(F)(F)(F)F.C(N(CC)C(C)C)(C)C.Cl.Cl.F[CH2:61][CH2:62][C:63]([CH3:67])([NH2:66])[CH2:64][NH2:65].C(O)(C(F)(F)[F:71])=O. (6) Given the product [CH2:16]([N:6]1[C:5]2[CH:4]=[CH:3][C:2]([Br:1])=[CH:14][C:13]=2[C:12]2[C:7]1=[CH:8][CH:9]=[C:10]([Br:15])[CH:11]=2)[C:17]1[CH:22]=[CH:21][CH:20]=[CH:19][CH:18]=1, predict the reactants needed to synthesize it. The reactants are: [Br:1][C:2]1[CH:3]=[CH:4][C:5]2[NH:6][C:7]3[C:12]([C:13]=2[CH:14]=1)=[CH:11][C:10]([Br:15])=[CH:9][CH:8]=3.[CH2:16](Br)[C:17]1[CH:22]=[CH:21][CH:20]=[CH:19][CH:18]=1.[OH-].[K+]. (7) Given the product [NH2:1][C:2]1[C:3]([C:9]([NH:35][C:36]2[CH:40]=[CH:39][N:38]([CH3:41])[N:37]=2)=[O:11])=[N:4][C:5]([I:8])=[CH:6][N:7]=1, predict the reactants needed to synthesize it. The reactants are: [NH2:1][C:2]1[C:3]([C:9]([OH:11])=O)=[N:4][C:5]([I:8])=[CH:6][N:7]=1.Cl.CN(C)CCCN=C=NCC.ON1C2C=CC=CC=2N=N1.Cl.[NH2:35][C:36]1[CH:40]=[CH:39][N:38]([CH3:41])[N:37]=1.C(N(CC)CC)C.